This data is from Forward reaction prediction with 1.9M reactions from USPTO patents (1976-2016). The task is: Predict the product of the given reaction. (1) Given the reactants Cl[C:2]1[C:7]([CH:8]=O)=[C:6]([I:10])[CH:5]=[CH:4][N:3]=1.C(=O)([O-])[O-].[K+].[K+].[CH2:17]([O:19][C:20](=[O:23])[CH2:21][SH:22])[CH3:18], predict the reaction product. The product is: [I:10][C:6]1[CH:5]=[CH:4][N:3]=[C:2]2[S:22][C:21]([C:20]([O:19][CH2:17][CH3:18])=[O:23])=[CH:8][C:7]=12. (2) Given the reactants Cl[C:2]1[C:7]([C:8]#[N:9])=[C:6]([NH:10][CH2:11][CH2:12][OH:13])[N:5]=[C:4]([NH:14][CH2:15][CH2:16][OH:17])[N:3]=1.[N+:18]([C:21]1[CH:26]=[CH:25][CH:24]=[CH:23][C:22]=1[N:27]1[CH2:32][CH2:31][NH:30][CH2:29][CH2:28]1)([O-:20])=[O:19].C(N(C(C)C)C(C)C)C, predict the reaction product. The product is: [OH:17][CH2:16][CH2:15][NH:14][C:4]1[N:5]=[C:6]([NH:10][CH2:11][CH2:12][OH:13])[C:7]([C:8]#[N:9])=[C:2]([N:30]2[CH2:31][CH2:32][N:27]([C:22]3[CH:23]=[CH:24][CH:25]=[CH:26][C:21]=3[N+:18]([O-:20])=[O:19])[CH2:28][CH2:29]2)[N:3]=1. (3) Given the reactants [OH-].[Na+].[C:3]([O:7][C:8](=[O:26])[N:9]([CH:23]1[CH2:25][CH2:24]1)[CH2:10][C:11]1[CH:16]=[CH:15][C:14]([C:17]#[C:18][Si](C)(C)C)=[CH:13][CH:12]=1)([CH3:6])([CH3:5])[CH3:4], predict the reaction product. The product is: [C:3]([O:7][C:8](=[O:26])[N:9]([CH:23]1[CH2:25][CH2:24]1)[CH2:10][C:11]1[CH:12]=[CH:13][C:14]([C:17]#[CH:18])=[CH:15][CH:16]=1)([CH3:6])([CH3:4])[CH3:5]. (4) Given the reactants [Cl:1][C:2]1[CH:3]=[CH:4][C:5]([N:15]2[CH:19]=[C:18]([Cl:20])[N:17]=[N:16]2)=[C:6]([C:8]2[N:13]=[CH:12][N:11]=[C:10]([OH:14])[CH:9]=2)[CH:7]=1.[CH3:21][C@@H:22]1[CH2:38][CH2:37][CH2:36][C@H:35](NC(=O)OCC2C=CC=CC=2)[C:34]2[CH:50]=[C:30]([CH:31]=[CH:32][N:33]=2)[C:29]2[N:28]([CH2:51][O:52][CH2:53][CH2:54][Si:55]([CH3:58])([CH3:57])[CH3:56])[N:27]=[CH:26][C:25]=2[NH:24][C:23]1=[O:59], predict the reaction product. The product is: [Cl:1][C:2]1[CH:3]=[CH:4][C:5]([N:15]2[CH:19]=[C:18]([Cl:20])[N:17]=[N:16]2)=[C:6]([C:8]2[N:13]=[CH:12][N:11]([C@@H:35]3[C:34]4[CH:50]=[C:30]([CH:31]=[CH:32][N:33]=4)[C:29]4[N:28]([CH2:51][O:52][CH2:53][CH2:54][Si:55]([CH3:57])([CH3:56])[CH3:58])[N:27]=[CH:26][C:25]=4[NH:24][C:23](=[O:59])[C@H:22]([CH3:21])[CH2:38][CH2:37][CH2:36]3)[C:10](=[O:14])[CH:9]=2)[CH:7]=1. (5) Given the reactants [O:1]1[CH:5]=[CH:4][C:3]([C:6]([O:8][CH2:9][CH3:10])=[O:7])=[CH:2]1.[Br:11]Br.C([O-])([O-])=O.[Na+].[Na+], predict the reaction product. The product is: [Br:11][C:5]1[O:1][CH:2]=[C:3]([C:6]([O:8][CH2:9][CH3:10])=[O:7])[CH:4]=1. (6) The product is: [O:23]1[CH2:24][CH2:25][N:20]([C:19]2[C:14]3[N:15]([CH:48]=[C:12]([CH:10]4[CH2:9][N:8]([C:6]5[CH:65]=[CH:64][C:63]6[C:58](=[CH:59][CH:60]=[CH:61][CH:62]=6)[N:57]=5)[CH2:11]4)[N:13]=3)[C:16]([C:26]3[CH:27]=[CH:28][C:29]([N:32]4[CH2:37][CH2:36][N:35]([C:38]([O:40][CH2:41][C:42]5[CH:47]=[CH:46][CH:45]=[CH:44][CH:43]=5)=[O:39])[CH2:34][CH2:33]4)=[N:30][CH:31]=3)=[CH:17][N:18]=2)[CH2:21][CH2:22]1. Given the reactants C(O[C:6]([N:8]1[CH2:11][CH:10]([C:12]2[N:13]=[C:14]3[C:19]([N:20]4[CH2:25][CH2:24][O:23][CH2:22][CH2:21]4)=[N:18][CH:17]=[C:16]([C:26]4[CH:27]=[CH:28][C:29]([N:32]5[CH2:37][CH2:36][N:35]([C:38]([O:40][CH2:41][C:42]6[CH:47]=[CH:46][CH:45]=[CH:44][CH:43]=6)=[O:39])[CH2:34][CH2:33]5)=[N:30][CH:31]=4)[N:15]3[CH:48]=2)[CH2:9]1)=O)(C)(C)C.C([O-])([O-])=O.[Na+].[Na+].ClC1[CH:65]=[CH:64][C:63]2[C:58](=[CH:59][CH:60]=[CH:61][CH:62]=2)[N:57]=1, predict the reaction product.